Dataset: Catalyst prediction with 721,799 reactions and 888 catalyst types from USPTO. Task: Predict which catalyst facilitates the given reaction. (1) Reactant: [CH3:1][C:2](=[O:6])[CH2:3][CH2:4][CH3:5].[Li+].C[Si]([N-][Si](C)(C)C)(C)C.[C:17](Cl)(=O)CCC.[NH2:23][CH:24]=[CH:25][C:26](=O)[C:27](F)(F)F.[F:32][C:33]([F:38])([F:37])[C:34](O)=O. Product: [C:2]([C:3]1[C:24]([CH2:25][CH2:26][CH3:27])=[N:23][C:34]([C:33]([F:38])([F:37])[F:32])=[CH:5][CH:4]=1)(=[O:6])[CH2:1][CH3:17]. The catalyst class is: 11. (2) Reactant: C([O:8][C:9]1[CH:18]=[C:17]2[C:12]([CH:13]=[CH:14][CH:15]=[C:16]2[C:19]2[NH:23][C:22]([C:24]3[CH:29]=[CH:28][CH:27]=[CH:26][CH:25]=3)=[N:21][C:20]=2[C:30]2[CH:35]=[CH:34][N:33]=[CH:32][CH:31]=2)=[CH:11][CH:10]=1)C1C=CC=CC=1.C(Cl)Cl.CCOC(C)=O. Product: [C:24]1([C:22]2[NH:23][C:19]([C:16]3[CH:15]=[CH:14][CH:13]=[C:12]4[C:17]=3[CH:18]=[C:9]([OH:8])[CH:10]=[CH:11]4)=[C:20]([C:30]3[CH:31]=[CH:32][N:33]=[CH:34][CH:35]=3)[N:21]=2)[CH:25]=[CH:26][CH:27]=[CH:28][CH:29]=1. The catalyst class is: 541. (3) Reactant: [NH2:1][C:2](=[S:14])[CH2:3][N:4]1[CH:8]=[C:7]([C:9]([O:11][CH2:12][CH3:13])=[O:10])[CH:6]=[N:5]1.Br[CH2:16][C:17]([C:19]1[CH:24]=[CH:23][CH:22]=[C:21]([Br:25])[CH:20]=1)=O. Product: [Br:25][C:21]1[CH:20]=[C:19]([C:17]2[N:1]=[C:2]([CH2:3][N:4]3[CH:8]=[C:7]([C:9]([O:11][CH2:12][CH3:13])=[O:10])[CH:6]=[N:5]3)[S:14][CH:16]=2)[CH:24]=[CH:23][CH:22]=1. The catalyst class is: 8.